Dataset: Full USPTO retrosynthesis dataset with 1.9M reactions from patents (1976-2016). Task: Predict the reactants needed to synthesize the given product. (1) Given the product [CH3:19][O:20][C@H:21]1[CH2:25][CH2:24][N:23]([C:2]2[CH:7]=[CH:6][N:5]3[CH:8]=[C:9]([C:11]4[CH:12]=[C:13]([CH3:17])[CH:14]=[CH:15][CH:16]=4)[N:10]=[C:4]3[CH:3]=2)[CH2:22]1, predict the reactants needed to synthesize it. The reactants are: Br[C:2]1[CH:7]=[CH:6][N:5]2[CH:8]=[C:9]([C:11]3[CH:12]=[C:13]([CH3:17])[CH:14]=[CH:15][CH:16]=3)[N:10]=[C:4]2[CH:3]=1.Cl.[CH3:19][O:20][C@H:21]1[CH2:25][CH2:24][NH:23][CH2:22]1. (2) Given the product [CH3:54][C@H:52]1[O:53][C@@H:48]([CH3:47])[CH2:49][N:50]([CH2:2][C:3]2[S:4][CH:5]=[C:6]([C:8]([NH:10][C:11]3[CH:19]=[C:18]([C:20]4[CH:21]=[C:22]5[CH:28]=[N:27][N:26]([S:29]([C:32]6[CH:37]=[CH:36][CH:35]=[CH:34][CH:33]=6)(=[O:31])=[O:30])[C:23]5=[N:24][CH:25]=4)[CH:17]=[C:16]4[C:12]=3[CH:13]=[N:14][N:15]4[S:38]([C:41]3[CH:46]=[CH:45][CH:44]=[CH:43][CH:42]=3)(=[O:40])=[O:39])=[O:9])[N:7]=2)[CH2:51]1, predict the reactants needed to synthesize it. The reactants are: Cl[CH2:2][C:3]1[S:4][CH:5]=[C:6]([C:8]([NH:10][C:11]2[CH:19]=[C:18]([C:20]3[CH:21]=[C:22]4[CH:28]=[N:27][N:26]([S:29]([C:32]5[CH:37]=[CH:36][CH:35]=[CH:34][CH:33]=5)(=[O:31])=[O:30])[C:23]4=[N:24][CH:25]=3)[CH:17]=[C:16]3[C:12]=2[CH:13]=[N:14][N:15]3[S:38]([C:41]2[CH:46]=[CH:45][CH:44]=[CH:43][CH:42]=2)(=[O:40])=[O:39])=[O:9])[N:7]=1.[CH3:47][C@H:48]1[O:53][C@@H:52]([CH3:54])[CH2:51][NH:50][CH2:49]1.